Dataset: Full USPTO retrosynthesis dataset with 1.9M reactions from patents (1976-2016). Task: Predict the reactants needed to synthesize the given product. (1) Given the product [CH2:17]([N:18]1[CH2:19][CH2:20][CH:21]([N:24]2[CH2:28][CH:27]([OH:29])[CH2:26][C:25]2=[O:30])[CH2:22][CH2:23]1)[C:16]1[CH:47]=[CH:48][CH:43]=[CH:44][CH:45]=1, predict the reactants needed to synthesize it. The reactants are: S1C2C=CC=CC=2N=C1OC1C=CC(O[CH2:16][CH2:17][N:18]2[CH2:23][CH2:22][CH:21]([N:24]3[CH2:28][CH:27]([OH:29])[CH2:26][C:25]3=[O:30])[CH2:20][CH2:19]2)=CC=1.C(O)(=O)C.O[C@H]1CN([CH:43]2[CH2:48][CH2:47]N[CH2:45][CH2:44]2)C(=O)C1.NC1CCN(CC2C=CC=CC=2)CC1.C(N(CC)C(C)C)(C)C.BrC[C@H](O)CC([O-])=O. (2) Given the product [NH2:1][C:2]1[C:3]([C:15]([NH:17][CH3:18])=[O:16])=[N:4][C:5]([C:8]2[CH:13]=[CH:12][CH:11]=[C:10]([O:14][CH2:31][CH2:32][C:33]3[CH:38]=[CH:37][CH:36]=[CH:35][CH:34]=3)[CH:9]=2)=[CH:6][N:7]=1, predict the reactants needed to synthesize it. The reactants are: [NH2:1][C:2]1[C:3]([C:15]([NH:17][CH3:18])=[O:16])=[N:4][C:5]([C:8]2[CH:13]=[CH:12][CH:11]=[C:10]([OH:14])[CH:9]=2)=[CH:6][N:7]=1.CN(C=O)C.C(=O)([O-])[O-].[Cs+].[Cs+].Br[CH2:31][CH2:32][C:33]1[CH:38]=[CH:37][CH:36]=[CH:35][CH:34]=1. (3) The reactants are: [C:1]([C:4]1[NH:5][NH:6][C:7](=[O:9])[CH:8]=1)([OH:3])=[O:2].[C:10](OCC)(=O)[CH2:11]C(C(OCC)=O)=O.NN. Given the product [C:1]([C:4]1[N:5]=[N:6][C:7](=[O:9])[CH:8]=1)([O:3][CH2:10][CH3:11])=[O:2], predict the reactants needed to synthesize it. (4) Given the product [Cl:1][C:2]1[N:7]=[C:6]([O:18][CH:16]([CH3:17])[CH3:15])[CH:5]=[CH:4][N:3]=1, predict the reactants needed to synthesize it. The reactants are: [Cl:1][C:2]1[N:7]=[C:6](Cl)[CH:5]=[CH:4][N:3]=1.C([O-])([O-])=O.[Cs+].[Cs+].[CH3:15][CH:16]([OH:18])[CH3:17].